Dataset: Orexin1 receptor HTS with 218,158 compounds and 233 confirmed actives. Task: Binary Classification. Given a drug SMILES string, predict its activity (active/inactive) in a high-throughput screening assay against a specified biological target. (1) The result is 0 (inactive). The compound is Brc1ccc(C(=O)CCC(=O)N2CCN(CC2)c2ccc(O)cc2)cc1. (2) The drug is S(=O)(=O)(Nc1ncccn1)c1ccc(NC(=O)COc2ccc(F)cc2)cc1. The result is 0 (inactive). (3) The drug is Brc1c(COn2c3c([n+]([O-])c(c4c(OC)ccc(OC)c4)c2=O)cccc3)cccc1. The result is 0 (inactive). (4) The molecule is Fc1c(C2N(CCc3c2[nH]c2c3cccc2)Cc2n(ccc2)c2ncccn2)cccc1. The result is 0 (inactive). (5) The result is 0 (inactive). The molecule is Brc1c(NC(=O)c2cc(OC)ccc2)cc2OCCCOc2c1.